This data is from Experimentally validated miRNA-target interactions with 360,000+ pairs, plus equal number of negative samples. The task is: Binary Classification. Given a miRNA mature sequence and a target amino acid sequence, predict their likelihood of interaction. (1) The miRNA is hsa-miR-302b-3p with sequence UAAGUGCUUCCAUGUUUUAGUAG. The protein sequence of the target gene is MEVVTFGDVAVHFSREEWQCLDPGQRALYREVMLENHSSVAGLAGFLVFKPELISRLEQGEEPWVLDLQGAEGTEAPRTSKTDSTIRTENEQACEDMDILKSESYGTVVRISPQDFPQNPGFGDVSDSEVWLDSHLGSPGLKVTGFTFQNNCLNEETVVPKTFTKDAPQGCKELGSSGLDCQPLESQGESAEGMSQRCEECGKGIRATSDIALHWEINTQKISRCQECQKKLSDCLQGKHTNNCHGEKPYECAECGKVFRLCSQLNQHQRIHTGEKPFKCTECGKAFRLSSKLIQHQRIH.... Result: 1 (interaction). (2) The miRNA is hsa-miR-6884-5p with sequence AGAGGCUGAGAAGGUGAUGUUG. The protein sequence of the target gene is MAAQKDQQKDAEAEGLSGTTLLPKLIPSGAGREWLERRRATIRPWSTFVDQQRFSRPRNLGELCQRLVRNVEYYQSNYVFVFLGLILYCVVTSPMLLVALAVFFGACYILYLRTLESKLVLFGREVSPAHQYALAGGISFPFFWLAGAGSAVFWVLGATLVVIGSHAAFHQIEAVDGEELQMEPV. Result: 1 (interaction). (3) The miRNA is hsa-miR-4747-5p with sequence AGGGAAGGAGGCUUGGUCUUAG. The protein sequence of the target gene is MKTETVPPFQETPAGSSCHLNNLLSSRKLMAVGVLLGWLLVIHLLVNVWLLCLLSALLVVLGGWLGSSLAGVASGRLHLERFIPLATCPPCPEAERQLEREINRTIQMIIRDFVLSWYRSVSQEPAFEEEMEAAMKGLVQELRRRMSVMDSHAVAQSVLTLCGCHLQSYIQAKEATAGKNGPVEPSHLWEAYCRATAPHPAVHSPSAEVTYTRGVVNLLLQGLVPKPHLETRTGRHVVVELITCNVILPLISRLSDPDWIHLVLVGIFSKARDPAPCPASAPEQPSVPTSLPLIAEVEQL.... Result: 1 (interaction). (4) The miRNA is mmu-miR-329-3p with sequence AACACACCCAGCUAACCUUUUU. The protein sequence of the target gene is MPEDQAHAAMEEASPYSLLDICLSFLTTNLEKFCSARQDGTLCLQEPGVFPQEVADRLLQTIAFHGLLNDGTVGIFRGNQMRLKRACIRKAKISAVAFRKAFCHHKLVELDATGVNADITITDIISGLGSNKWIQQNLQCLVLNSLTLSLEDPYERCFSRLSGLRALSITNVLFYNEDLAEVASLPRLESLDISNTSITDITALLACKDRLKSLTMHHLKCLKMTTTQILDVVRELKHLNHLDISDDKQFTSDIALRLLEQKDILPNLVSLDVSGRKHVTDKAVEAFIQQRPSMQFVGLL.... Result: 1 (interaction). (5) The miRNA is hsa-miR-6837-5p with sequence ACCAGGGCCAGCAGGGAAUGU. The protein sequence of the target gene is MELWRQCTHWLIQCRVLPPSHRVTWEGAQVCELAQALRDGVLLCQLLNNLLPQAINLREVNLRPQMSQFLCLKNIRTFLSTCCEKFGLKRSELFEAFDLFDVQDFGKVIYTLSALSWTPIAQNKGIMPFPTEDSALNDEDIYSGLSDQIDDTAEEDEDLYDCVENEEAEGDEIYEDLMRLESVPTPPKMTEYDKRCCCLREIQQTEEKYTDTLGSIQQHFMKPLQRFLKPQDMETIFVNIEELFSVHTHFLKELKDALAGPGATTLYQVFIKYKERFLVYGRYCSQVESASKHLDQVATA.... Result: 0 (no interaction). (6) The miRNA is hsa-miR-6821-3p with sequence UGACCUCUCCGCUCCGCACAG. The protein sequence of the target gene is MSPECARAAGDAPLRSLEQANRTRFPFFSDVKGDHRLVLAAVETTVLVLIFAVSLLGNVCALVLVARRRRRGATACLVLNLFCADLLFISAIPLVLAVRWTEAWLLGPVACHLLFYVMTLSGSVTILTLAAVSLERMVCIVHLQRGVRGPGRRARAVLLALIWGYSAVAALPLCVFFRVVPQRLPGADQEISICTLIWPTIPGEISWDVSFVTLNFLVPGLVIVISYSKILQITKASRKRLTVSLAYSESHQIRVSQQDFRLFRTLFLLMVSFFIMWSPIIITILLILIQNFKQDLVIWP.... Result: 1 (interaction).